From a dataset of Forward reaction prediction with 1.9M reactions from USPTO patents (1976-2016). Predict the product of the given reaction. (1) Given the reactants [Cl:1][C:2]1[N:7]=[C:6]([Cl:8])[C:5]([Cl:9])=[C:4](Cl)[C:3]=1[Cl:11].[CH2:12]([NH2:19])[C:13]1[CH:18]=[CH:17][CH:16]=[CH:15][CH:14]=1, predict the reaction product. The product is: [CH2:12]([NH:19][C:4]1[C:5]([Cl:9])=[C:6]([Cl:8])[N:7]=[C:2]([Cl:1])[C:3]=1[Cl:11])[C:13]1[CH:18]=[CH:17][CH:16]=[CH:15][CH:14]=1. (2) Given the reactants [CH2:1]([N:8]1[CH2:13][C:12](=O)[NH:11][C@H:10]([CH2:15][C:16]2[CH:21]=[CH:20][C:19]([F:22])=[CH:18][CH:17]=2)[C:9]1=O)[C:2]1[CH:7]=[CH:6][CH:5]=[CH:4][CH:3]=1.C1COCC1.[H-].[Al+3].[Li+].[H-].[H-].[H-].[OH-].[Na+], predict the reaction product. The product is: [CH2:1]([N:8]1[CH2:13][CH2:12][NH:11][C@H:10]([CH2:15][C:16]2[CH:17]=[CH:18][C:19]([F:22])=[CH:20][CH:21]=2)[CH2:9]1)[C:2]1[CH:3]=[CH:4][CH:5]=[CH:6][CH:7]=1. (3) Given the reactants [Cl:1][C:2]1[CH:7]=[CH:6][C:5]([CH:8]([C:38]2[CH:43]=[CH:42][C:41]([Cl:44])=[CH:40][CH:39]=2)[C:9]2[CH:10]=[C:11]3[C:16](=[CH:17][CH:18]=2)[N:15]=[CH:14][N:13]=[C:12]3[NH:19][CH:20]2[CH2:25][CH2:24][N:23]([S:26]([C:29]3[CH:37]=[CH:36][C:32]([C:33]([OH:35])=[O:34])=[CH:31][CH:30]=3)(=[O:28])=[O:27])[CH2:22][CH2:21]2)=[CH:4][CH:3]=1.[C:45](=[O:53])([O:49][CH:50]([CH3:52])[CH3:51])[O:46][CH2:47]Cl, predict the reaction product. The product is: [Cl:1][C:2]1[CH:7]=[CH:6][C:5]([CH:8]([C:38]2[CH:39]=[CH:40][C:41]([Cl:44])=[CH:42][CH:43]=2)[C:9]2[CH:10]=[C:11]3[C:16](=[CH:17][CH:18]=2)[N:15]=[CH:14][N:13]=[C:12]3[NH:19][CH:20]2[CH2:21][CH2:22][N:23]([S:26]([C:29]3[CH:37]=[CH:36][C:32]([C:33]([O:35][CH2:47][O:46][C:45]([O:49][CH:50]([CH3:52])[CH3:51])=[O:53])=[O:34])=[CH:31][CH:30]=3)(=[O:27])=[O:28])[CH2:24][CH2:25]2)=[CH:4][CH:3]=1. (4) Given the reactants [N+:1]([CH3:4])([O-])=O.[NH:5]1[CH2:10][CH2:9]CCC1.C(O)(=O)C.[CH:15]1[CH:20]=[CH:19][CH:18]=[CH:17][CH:16]=1, predict the reaction product. The product is: [CH3:9][CH:10]1[NH:5][CH2:16][CH2:17][C:18]2[N:1]=[CH:4][CH:15]=[CH:20][C:19]1=2. (5) Given the reactants [C:1]([O:5][C:6]([N:8]1[CH2:17][CH2:16][C:15]2[C:10](=[CH:11][C:12](B3OC(C)(C)C(C)(C)O3)=[CH:13][CH:14]=2)[CH2:9]1)=[O:7])([CH3:4])([CH3:3])[CH3:2].Br[C:28]1[N:36]2[C:31]([C:32]([NH2:37])=[N:33][CH:34]=[N:35]2)=[CH:30][CH:29]=1, predict the reaction product. The product is: [C:1]([O:5][C:6]([N:8]1[CH2:17][CH2:16][C:15]2[C:10](=[CH:11][C:12]([C:28]3[N:36]4[C:31]([C:32]([NH2:37])=[N:33][CH:34]=[N:35]4)=[CH:30][CH:29]=3)=[CH:13][CH:14]=2)[CH2:9]1)=[O:7])([CH3:2])([CH3:3])[CH3:4].